Dataset: Full USPTO retrosynthesis dataset with 1.9M reactions from patents (1976-2016). Task: Predict the reactants needed to synthesize the given product. (1) Given the product [C:17]([C:16]1[C:15](=[O:19])[NH:26][C:24]([NH:23][CH:20]2[CH2:22][CH2:21]2)=[N:25][C:6]=1[C:5]1[CH:8]=[CH:9][C:10]([CH3:11])=[C:3]([O:2][CH3:1])[CH:4]=1)#[N:18], predict the reactants needed to synthesize it. The reactants are: [CH3:1][O:2][C:3]1[CH:4]=[C:5]([CH:8]=[CH:9][C:10]=1[CH3:11])[CH:6]=O.C(O[C:15](=[O:19])[CH2:16][C:17]#[N:18])C.[CH:20]1([NH:23][C:24]([NH2:26])=[NH:25])[CH2:22][CH2:21]1.Cl.C(=O)([O-])[O-].[K+].[K+]. (2) Given the product [CH:7]1([NH:10][C:11]2[N:16]=[C:15]([NH:17][C:18]3[CH:23]=[CH:22][CH:21]=[C:20]([O:24][CH3:25])[CH:19]=3)[C:14]([NH:26][C:28]3[CH:33]=[CH:32][CH:31]=[C:30]([O:34][CH3:35])[CH:29]=3)=[CH:13][N:12]=2)[CH2:9][CH2:8]1, predict the reactants needed to synthesize it. The reactants are: CC(C)([O-])C.[Na+].[CH:7]1([NH:10][C:11]2[N:16]=[C:15]([NH:17][C:18]3[CH:23]=[CH:22][CH:21]=[C:20]([O:24][CH3:25])[CH:19]=3)[C:14]([NH2:26])=[CH:13][N:12]=2)[CH2:9][CH2:8]1.Br[C:28]1[CH:29]=[C:30]([O:34][CH3:35])[CH:31]=[CH:32][CH:33]=1. (3) Given the product [CH2:30]([O:51][C:48]([N:18]1[CH2:19][CH2:21][N:38]([C:6](=[O:8])[C@@H:2]([NH:1][C:9]([O:11][C:12]([CH3:15])([CH3:14])[CH3:13])=[O:10])[CH:3]([CH3:4])[CH3:5])[CH2:24][CH2:22]1)=[O:49])[CH2:25][CH2:26][CH3:27], predict the reactants needed to synthesize it. The reactants are: [NH:1]([C:9]([O:11][C:12]([CH3:15])([CH3:14])[CH3:13])=[O:10])[C@H:2]([C:6]([OH:8])=O)[CH:3]([CH3:5])[CH3:4].CC[N:18]([CH:22]([CH3:24])C)[CH:19]([CH3:21])C.[CH:25]1[CH:30]=C2N=NN(O)C2=[CH:27][CH:26]=1.O.CC[N:38]=C=NCCCN(C)C.Cl.[C:48]([O-:51])(O)=[O:49].[Na+]. (4) Given the product [NH2:1][C:2]1[CH:11]=[CH:10][CH:9]=[C:4]([C:5]([O:7][CH3:8])=[O:6])[C:3]=1[C:14]#[C:13][C@@:15]1([CH3:30])[CH2:19][CH2:18][CH2:17][N:16]1[C:20]([O:22][CH2:23][C:24]1[CH:25]=[CH:26][CH:27]=[CH:28][CH:29]=1)=[O:21], predict the reactants needed to synthesize it. The reactants are: [NH2:1][C:2]1[C:3](Br)=[C:4]([CH:9]=[CH:10][CH:11]=1)[C:5]([O:7][CH3:8])=[O:6].[C:13]([C@@:15]1([CH3:30])[CH2:19][CH2:18][CH2:17][N:16]1[C:20]([O:22][CH2:23][C:24]1[CH:29]=[CH:28][CH:27]=[CH:26][CH:25]=1)=[O:21])#[CH:14].O. (5) Given the product [CH2:15]([O:14][CH2:13][N:2]1[N:3]=[N:4][CH:5]=[N:1]1)[C:16]1[CH:21]=[CH:20][CH:19]=[CH:18][CH:17]=1.[CH2:15]([O:14][CH2:13][N:1]1[CH:5]=[N:4][NH:3][NH:2]1)[C:16]1[CH:21]=[CH:20][CH:19]=[CH:18][CH:17]=1, predict the reactants needed to synthesize it. The reactants are: [NH:1]1[CH:5]=[N:4][N:3]=[N:2]1.C(=O)([O-])[O-].[K+].[K+].Cl[CH2:13][O:14][CH2:15][C:16]1[CH:21]=[CH:20][CH:19]=[CH:18][CH:17]=1. (6) The reactants are: [Br:1][C:2]1[CH:7]=[CH:6][C:5]([OH:8])=[CH:4][C:3]=1[CH:9]=[O:10].[BH4-].[Na+]. Given the product [Br:1][C:2]1[CH:7]=[CH:6][C:5]([OH:8])=[CH:4][C:3]=1[CH2:9][OH:10], predict the reactants needed to synthesize it. (7) Given the product [C:1]([NH:4][CH2:5][CH2:6][CH2:7][S:8]([O:11][CH2:12][C:13]([CH3:27])([CH3:26])[C@@H:14]([OH:25])[C:15]([OH:17])=[O:16])(=[O:9])=[O:10])(=[O:3])[CH3:2], predict the reactants needed to synthesize it. The reactants are: [C:1]([NH:4][CH2:5][CH2:6][CH2:7][S:8]([O:11][CH2:12][C:13]([CH3:27])([CH3:26])[C@@H:14]([OH:25])[C:15]([O:17]CC1C=CC=CC=1)=[O:16])(=[O:10])=[O:9])(=[O:3])[CH3:2]. (8) Given the product [OH:45][CH2:42][C:43]#[C:44][C:2]1[N:11]=[CH:10][CH:9]=[C:8]2[C:3]=1[CH:4]=[C:5]([C:27]1[CH:28]=[CH:29][CH:30]=[CH:31][CH:32]=1)[C:6]([C:12]1[CH:13]=[CH:14][C:15]([CH2:16][NH:17][C:18](=[O:24])[O:19][C:20]([CH3:22])([CH3:21])[CH3:23])=[CH:25][CH:26]=1)=[N:7]2, predict the reactants needed to synthesize it. The reactants are: Cl[C:2]1[N:11]=[CH:10][CH:9]=[C:8]2[C:3]=1[CH:4]=[C:5]([C:27]1[CH:32]=[CH:31][CH:30]=[CH:29][CH:28]=1)[C:6]([C:12]1[CH:26]=[CH:25][C:15]([CH2:16][NH:17][C:18](=[O:24])[O:19][C:20]([CH3:23])([CH3:22])[CH3:21])=[CH:14][CH:13]=1)=[N:7]2.CCN(C(C)C)C(C)C.[CH2:42]([OH:45])[C:43]#[CH:44].O.